Dataset: Forward reaction prediction with 1.9M reactions from USPTO patents (1976-2016). Task: Predict the product of the given reaction. (1) Given the reactants [CH3:1][Si:2]([CH3:33])([CH3:32])[CH2:3][CH2:4][O:5][CH2:6][N:7]1[C:15]2[CH2:14][CH:13](C3C=NN(COCC[Si](C)(C)C)C=3)[CH2:12][CH2:11][C:10]=2[C:9]([C:29]([OH:31])=[O:30])=[N:8]1.[Si:34]([O:41]C1CCC(=O)CC1)([C:37]([CH3:40])([CH3:39])[CH3:38])([CH3:36])[CH3:35], predict the reaction product. The product is: [Si:34]([O:41][CH:13]1[CH2:14][C:15]2[N:7]([CH2:6][O:5][CH2:4][CH2:3][Si:2]([CH3:1])([CH3:32])[CH3:33])[N:8]=[C:9]([C:29]([OH:31])=[O:30])[C:10]=2[CH2:11][CH2:12]1)([C:37]([CH3:40])([CH3:39])[CH3:38])([CH3:36])[CH3:35]. (2) Given the reactants [O:1]1[CH2:6][CH2:5][CH:4]([NH2:7])[CH2:3][CH2:2]1.[CH:8]([N:21]1[CH:26]=[CH:25][C:24]([C:27]2[CH:32]=[CH:31][N:30]=[C:29](S(C)(=O)=O)[N:28]=2)=[CH:23][C:22]1=[O:37])([C:15]1[CH:20]=[CH:19][CH:18]=[CH:17][CH:16]=1)[C:9]1[CH:14]=[CH:13][CH:12]=[CH:11][CH:10]=1, predict the reaction product. The product is: [CH:8]([N:21]1[CH:26]=[CH:25][C:24]([C:27]2[CH:32]=[CH:31][N:30]=[C:29]([NH:7][CH:4]3[CH2:5][CH2:6][O:1][CH2:2][CH2:3]3)[N:28]=2)=[CH:23][C:22]1=[O:37])([C:9]1[CH:14]=[CH:13][CH:12]=[CH:11][CH:10]=1)[C:15]1[CH:20]=[CH:19][CH:18]=[CH:17][CH:16]=1. (3) The product is: [Cl:1][C:2]1[CH:22]=[CH:21][C:5]2[N:6]([CH2:18][C:19]#[CH:20])[C:7](=[O:17])[CH2:8][N:9]3[C:30](=[O:31])[C@@H:29]([O:28][C:27]4[CH:33]=[C:34]([O:36][CH3:37])[CH:35]=[C:25]([O:24][CH3:23])[CH:26]=4)[C@:10]3([C:11]3[CH:16]=[CH:15][CH:14]=[CH:13][CH:12]=3)[C:4]=2[CH:3]=1. Given the reactants [Cl:1][C:2]1[CH:22]=[CH:21][C:5]2[N:6]([CH2:18][C:19]#[CH:20])[C:7](=[O:17])[CH2:8][N:9]=[C:10]([C:11]3[CH:16]=[CH:15][CH:14]=[CH:13][CH:12]=3)[C:4]=2[CH:3]=1.[CH3:23][O:24][C:25]1[CH:26]=[C:27]([CH:33]=[C:34]([O:36][CH3:37])[CH:35]=1)[O:28][CH2:29][C:30](O)=[O:31], predict the reaction product. (4) Given the reactants [H-].[Na+].[CH3:3][O:4][C:5](=[O:14])[C:6]1[CH:11]=[C:10]([OH:12])[CH:9]=[CH:8][C:7]=1[F:13].[NH2:15][C:16]1[S:17][C:18](Br)=[CH:19][N:20]=1, predict the reaction product. The product is: [CH3:3][O:4][C:5](=[O:14])[C:6]1[CH:11]=[C:10]([O:12][CH:18]2[S:17][CH:16]([NH2:15])[N:20]=[CH:19]2)[CH:9]=[CH:8][C:7]=1[F:13]. (5) Given the reactants [CH2:1]([O:3][C:4](=[O:30])[CH2:5][N:6]1[C:14]2[C:9](=[C:10]([Br:15])[CH:11]=[CH:12][CH:13]=2)[C:8](O)([C:16]2[C:17]([OH:27])=[CH:18][C:19]3[O:23][C:22]([CH3:25])([CH3:24])[CH2:21][C:20]=3[CH:26]=2)[C:7]1=[O:29])[CH3:2].C([SiH](CC)CC)C.FC(F)(F)C(O)=O, predict the reaction product. The product is: [CH2:1]([O:3][C:4](=[O:30])[CH2:5][N:6]1[C:14]2[C:9](=[C:10]([Br:15])[CH:11]=[CH:12][CH:13]=2)[CH:8]([C:16]2[C:17]([OH:27])=[CH:18][C:19]3[O:23][C:22]([CH3:25])([CH3:24])[CH2:21][C:20]=3[CH:26]=2)[C:7]1=[O:29])[CH3:2]. (6) Given the reactants [Cl:1][C:2]1[CH:22]=[C:21]([N+:23]([O-])=O)[CH:20]=[CH:19][C:3]=1[O:4][C@H:5]1[CH2:10][CH2:9][N:8]([C:11]([O:13][C:14]([CH3:17])([CH3:16])[CH3:15])=[O:12])[CH2:7][C@@H:6]1[F:18].[NH4+].[Cl-].O, predict the reaction product. The product is: [NH2:23][C:21]1[CH:20]=[CH:19][C:3]([O:4][C@H:5]2[CH2:10][CH2:9][N:8]([C:11]([O:13][C:14]([CH3:16])([CH3:17])[CH3:15])=[O:12])[CH2:7][C@@H:6]2[F:18])=[C:2]([Cl:1])[CH:22]=1. (7) The product is: [CH3:5][N:6]1[CH:7]=[C:8]([N+:10]([O-:12])=[O:11])[CH:9]=[C:4]([CH3:1])[C:14]1=[O:17]. Given the reactants [CH3:1]I.Cl[C:4]1[C:5](O)=[N:6][CH:7]=[C:8]([N+:10]([O-:12])=[O:11])[CH:9]=1.[C:14]([O-:17])([O-])=O.[K+].[K+], predict the reaction product. (8) The product is: [N:16]1([CH2:15][C@@H:11]2[CH2:12][CH2:13][CH2:14][N:10]2[C:8]([C:5]2[CH:6]=[CH:7][C:2]([O:1][CH2:22][C:23]3[CH:24]=[N:25][C:26]([C:29]([F:32])([F:30])[F:31])=[CH:27][CH:28]=3)=[CH:3][CH:4]=2)=[O:9])[CH2:17][CH2:18][CH2:19][CH2:20]1. Given the reactants [OH:1][C:2]1[CH:7]=[CH:6][C:5]([C:8]([N:10]2[CH2:14][CH2:13][CH2:12][C@H:11]2[CH2:15][N:16]2[CH2:20][CH2:19][CH2:18][CH2:17]2)=[O:9])=[CH:4][CH:3]=1.Cl[CH2:22][C:23]1[CH:24]=[N:25][C:26]([C:29]([F:32])([F:31])[F:30])=[CH:27][CH:28]=1, predict the reaction product.